This data is from Catalyst prediction with 721,799 reactions and 888 catalyst types from USPTO. The task is: Predict which catalyst facilitates the given reaction. (1) Reactant: Br[C:2]1[CH:11]=[C:10]2[C:5]([CH2:6][CH:7]([CH3:26])[N:8]([C:12]3[CH:17]=[C:16]([N:18]4[CH2:23][CH2:22][N:21]([CH3:24])[CH2:20][CH2:19]4)[N:15]=[C:14]([NH2:25])[N:13]=3)[CH2:9]2)=[CH:4][CH:3]=1.[Si]([O:34][CH2:35][CH2:36][N:37]1[CH:41]=[C:40](B2OC(C)(C)C(C)(C)O2)[CH:39]=[N:38]1)(C(C)(C)C)(C)C.C(=O)(O)[O-].[Na+].O1CCOCC1. Product: [NH2:25][C:14]1[N:13]=[C:12]([N:8]2[CH:7]([CH3:26])[CH2:6][C:5]3[C:10](=[CH:11][C:2]([C:40]4[CH:39]=[N:38][N:37]([CH2:36][CH2:35][OH:34])[CH:41]=4)=[CH:3][CH:4]=3)[CH2:9]2)[CH:17]=[C:16]([N:18]2[CH2:19][CH2:20][N:21]([CH3:24])[CH2:22][CH2:23]2)[N:15]=1. The catalyst class is: 103. (2) Reactant: [F:1][C:2]1[C:7]([F:8])=[CH:6][C:5]([C:9]2[CH:14]=[CH:13][C:12]([O:15][CH2:16][C:17]3[C:25]4[O:24][N:23]=[C:22]([O:26]C(C5C=CC=CC=5)(C5C=CC=CC=5)C5C=CC=CC=5)[C:21]=4[CH:20]=[CH:19][CH:18]=3)=[CH:11][CH:10]=2)=[C:4]([CH3:46])[CH:3]=1.Cl. Product: [F:1][C:2]1[C:7]([F:8])=[CH:6][C:5]([C:9]2[CH:10]=[CH:11][C:12]([O:15][CH2:16][C:17]3[C:25]4[O:24][N:23]=[C:22]([OH:26])[C:21]=4[CH:20]=[CH:19][CH:18]=3)=[CH:13][CH:14]=2)=[C:4]([CH3:46])[CH:3]=1. The catalyst class is: 36. (3) Reactant: [CH3:1][O:2][C:3]([C@@H:5]1[CH2:11][CH2:10][C@@H:9]2[CH2:12][C@H:6]1[C:7](=[O:13])[O:8]2)=[O:4].[CH2:14](O)[C:15]1[CH:20]=[CH:19][CH:18]=[CH:17][CH:16]=1.C([O-])([O-])=[O:23].[K+].[K+].O. Product: [CH3:1][O:2][C:3]([C@@H:5]1[CH2:11][CH2:10][C@@H:9]([OH:8])[CH2:12][C@H:6]1[C:7]([O:13][CH2:14][C:15]1[CH:20]=[CH:19][CH:18]=[CH:17][CH:16]=1)=[O:23])=[O:4]. The catalyst class is: 3. (4) Reactant: Br[C:2]1[C:11]2[C:6](=[CH:7][C:8]([F:12])=[CH:9][CH:10]=2)[C:5](=[O:13])[N:4]([CH3:14])[CH:3]=1.[B:15]1([B:15]2[O:19][C:18]([CH3:21])([CH3:20])[C:17]([CH3:23])([CH3:22])[O:16]2)[O:19][C:18]([CH3:21])([CH3:20])[C:17]([CH3:23])([CH3:22])[O:16]1.C(O[K])(C)=O.CC(C1C=C(C(C)C)C(C2C=CC=CC=2P(C2CCCCC2)C2CCCCC2)=C(C(C)C)C=1)C. Product: [F:12][C:8]1[CH:7]=[C:6]2[C:11]([C:2]([B:15]3[O:19][C:18]([CH3:21])([CH3:20])[C:17]([CH3:23])([CH3:22])[O:16]3)=[CH:3][N:4]([CH3:14])[C:5]2=[O:13])=[CH:10][CH:9]=1. The catalyst class is: 62.